Task: Predict which catalyst facilitates the given reaction.. Dataset: Catalyst prediction with 721,799 reactions and 888 catalyst types from USPTO Reactant: Cl[C:2]1[C:11]2[C:6](=[CH:7][C:8]([F:13])=[CH:9][C:10]=2[F:12])[N:5]=[C:4]([C:14]2[CH:19]=[C:18]([CH3:20])[CH:17]=[CH:16][C:15]=2[S:21]([CH3:24])(=[O:23])=[O:22])[C:3]=1[CH3:25].[CH3:26][C:27]1([CH3:42])[C:31]2=[N:32][CH:33]=[C:34]([N:36]3[CH2:41][CH2:40][O:39][CH2:38][CH2:37]3)[CH:35]=[C:30]2[NH:29][CH2:28]1. Product: [CH3:26][C:27]1([CH3:42])[C:31]2=[N:32][CH:33]=[C:34]([N:36]3[CH2:41][CH2:40][O:39][CH2:38][CH2:37]3)[CH:35]=[C:30]2[N:29]([C:2]2[C:11]3[C:6](=[CH:7][C:8]([F:13])=[CH:9][C:10]=3[F:12])[N:5]=[C:4]([C:14]3[CH:19]=[C:18]([CH3:20])[CH:17]=[CH:16][C:15]=3[S:21]([CH3:24])(=[O:23])=[O:22])[C:3]=2[CH3:25])[CH2:28]1. The catalyst class is: 11.